From a dataset of TCR-epitope binding with 47,182 pairs between 192 epitopes and 23,139 TCRs. Binary Classification. Given a T-cell receptor sequence (or CDR3 region) and an epitope sequence, predict whether binding occurs between them. (1) The epitope is SSNVANYQK. The TCR CDR3 sequence is CASSLDPLAGEQFF. Result: 0 (the TCR does not bind to the epitope). (2) Result: 0 (the TCR does not bind to the epitope). The epitope is DPFRLLQNSQVFS. The TCR CDR3 sequence is CASSEYVQYYGYTF. (3) The epitope is YLNTLTLAV. The TCR CDR3 sequence is RDRASYEQYF. Result: 1 (the TCR binds to the epitope). (4) The epitope is GTSGSPIVNR. Result: 1 (the TCR binds to the epitope). The TCR CDR3 sequence is CASSRIAGVYDEQFF. (5) The epitope is EHPTFTSQYRIQGKL. The TCR CDR3 sequence is CWTVNTEAFF. Result: 0 (the TCR does not bind to the epitope). (6) The epitope is KAYNVTQAF. The TCR CDR3 sequence is CASSLGGGNTEAFF. Result: 1 (the TCR binds to the epitope). (7) The epitope is TPINLVRDL. The TCR CDR3 sequence is CAISDVDTQYF. Result: 1 (the TCR binds to the epitope).